Dataset: Forward reaction prediction with 1.9M reactions from USPTO patents (1976-2016). Task: Predict the product of the given reaction. (1) Given the reactants [F:1][C:2]([F:19])([F:18])[C:3]([N:5]1[CH2:11][CH2:10][C:9]2[CH:12]=[CH:13][C:14]([Cl:16])=[CH:15][C:8]=2[C@H:7]([CH3:17])[CH2:6]1)=[O:4].[B-](F)(F)(F)F.C1C=CN=CC=1.C1C=CN=CC=1.[IH2+:37].FC(F)(F)S(O)(=O)=O, predict the reaction product. The product is: [F:19][C:2]([F:1])([F:18])[C:3]([N:5]1[CH2:11][CH2:10][C:9]2[CH:12]=[C:13]([I:37])[C:14]([Cl:16])=[CH:15][C:8]=2[C@H:7]([CH3:17])[CH2:6]1)=[O:4]. (2) Given the reactants [NH:1]1[CH:5]=[C:4]([C:6]([OH:8])=O)[N:3]=[N:2]1.CN(C(O[N:17]1N=N[C:19]2[CH:20]=[CH:21]C=N[C:18]1=2)=[N+](C)C)C.F[P-](F)(F)(F)(F)F.C([O:35][C:36](=[O:59])[C@H:37]([N:56]=[N+]=[N-])[CH2:38][C@H:39]([NH2:55])[CH2:40][C:41]1[CH:46]=[CH:45][C:44]([C:47]2[CH:52]=[C:51]([Cl:53])[CH:50]=[CH:49][C:48]=2[F:54])=[CH:43][CH:42]=1)C.CCN(C(C)C)C(C)C.CN(C=[O:73])C, predict the reaction product. The product is: [NH2:17][CH2:18][CH2:19][CH2:20][C:21]([NH:56][C@H:37]([CH2:38][C@H:39]([NH:55][C:6]([C:4]1[NH:3][N:2]=[N:1][CH:5]=1)=[O:8])[CH2:40][C:41]1[CH:42]=[CH:43][C:44]([C:47]2[CH:52]=[C:51]([Cl:53])[CH:50]=[CH:49][C:48]=2[F:54])=[CH:45][CH:46]=1)[C:36]([OH:35])=[O:59])=[O:73]. (3) Given the reactants [C:1]([C:3]1[C:4]([C:17]([F:20])([F:19])[F:18])=[C:5]2[C:9](=[CH:10][CH:11]=1)[N:8]([CH2:12][C:13](O)=O)[C:7]([CH3:16])=[CH:6]2)#[N:2].[OH:21][NH:22][C:23]([C:25]1[CH:30]=[CH:29][CH:28]=[C:27]([C:31]([F:34])([F:33])[F:32])[CH:26]=1)=[NH:24], predict the reaction product. The product is: [CH3:16][C:7]1[N:8]([CH2:12][C:13]2[O:21][N:22]=[C:23]([C:25]3[CH:30]=[CH:29][CH:28]=[C:27]([C:31]([F:33])([F:32])[F:34])[CH:26]=3)[N:24]=2)[C:9]2[C:5]([CH:6]=1)=[C:4]([C:17]([F:19])([F:18])[F:20])[C:3]([C:1]#[N:2])=[CH:11][CH:10]=2. (4) Given the reactants C[O:2][C:3]1[C:11]2[O:10][C:9]([CH3:12])=[N:8][C:7]=2[CH:6]=[C:5]([C:13]([O:15]C)=[O:14])[CH:4]=1.[OH-].[Li+], predict the reaction product. The product is: [OH:2][C:3]1[C:11]2[O:10][C:9]([CH3:12])=[N:8][C:7]=2[CH:6]=[C:5]([C:13]([OH:15])=[O:14])[CH:4]=1. (5) Given the reactants C[O:2][C:3](=[O:27])[C:4]1[CH:9]=[C:8]([C:10](=[O:18])[C:11]2[CH:16]=[CH:15][C:14](Br)=[CH:13][N:12]=2)[CH:7]=[CH:6][C:5]=1[C:19](=[O:26])[C:20]1[CH:25]=[CH:24][CH:23]=[CH:22][CH:21]=1.[Cl:28][C:29]1[CH:37]=[CH:36][C:32]([C:33](Cl)=[O:34])=[CH:31][CH:30]=1, predict the reaction product. The product is: [C:19]([C:5]1[CH:6]=[CH:7][C:8]([C:10](=[O:18])[C:11]2[CH:16]=[CH:15][C:14]([C:33](=[O:34])[C:32]3[CH:36]=[CH:37][C:29]([Cl:28])=[CH:30][CH:31]=3)=[CH:13][N:12]=2)=[CH:9][C:4]=1[C:3]([OH:2])=[O:27])(=[O:26])[C:20]1[CH:25]=[CH:24][CH:23]=[CH:22][CH:21]=1.